From a dataset of Catalyst prediction with 721,799 reactions and 888 catalyst types from USPTO. Predict which catalyst facilitates the given reaction. (1) Reactant: [Cl:1][C:2]1[CH:9]=[CH:8][C:5]([CH:6]=[O:7])=[CH:4][N:3]=1.C(=O)([O-])[O-].[K+].[K+].C1(C)C(S([CH2:25][N+:26]#[C-:27])(=O)=O)=CC=CC=1. Product: [Cl:1][C:2]1[N:3]=[CH:4][C:5]([C:6]2[O:7][CH:27]=[N:26][CH:25]=2)=[CH:8][CH:9]=1. The catalyst class is: 24. (2) Reactant: [Cl:1][C:2]1[N:7]=[C:6](Cl)[C:5]([CH3:9])=[CH:4][N:3]=1.C(N(CC)CC)C.[CH2:17]([O:24][C:25]([N:27]1[CH2:32][CH2:31][CH:30]([CH2:33][NH2:34])[CH2:29][CH2:28]1)=[O:26])[C:18]1[CH:23]=[CH:22][CH:21]=[CH:20][CH:19]=1. Product: [CH2:17]([O:24][C:25]([N:27]1[CH2:32][CH2:31][CH:30]([CH2:33][NH:34][C:6]2[C:5]([CH3:9])=[CH:4][N:3]=[C:2]([Cl:1])[N:7]=2)[CH2:29][CH2:28]1)=[O:26])[C:18]1[CH:23]=[CH:22][CH:21]=[CH:20][CH:19]=1. The catalyst class is: 39. (3) Reactant: [CH2:1]([C:3]1[N:8]=[C:7]([C:9]([O:11]C)=[O:10])[C:6]([O:13][CH2:14][CH3:15])=[CH:5][CH:4]=1)[CH3:2].[Li+].[OH-].Cl. Product: [CH2:1]([C:3]1[N:8]=[C:7]([C:9]([OH:11])=[O:10])[C:6]([O:13][CH2:14][CH3:15])=[CH:5][CH:4]=1)[CH3:2]. The catalyst class is: 87. (4) Reactant: [Br:1][C:2]1[CH:3]=[C:4]([CH:8]=[CH:9][C:10]=1[Cl:11])[C:5]([OH:7])=[O:6].[C:12](Cl)(=O)C. Product: [CH3:12][O:6][C:5](=[O:7])[C:4]1[CH:8]=[CH:9][C:10]([Cl:11])=[C:2]([Br:1])[CH:3]=1. The catalyst class is: 5. (5) Product: [CH3:23][O:24][C:25]1[CH:30]=[CH:29][C:28]([CH2:31][C:32]([NH:20][C:15]2[C:16]([CH3:19])=[C:17]([CH3:18])[C:4]3[O:3][C:2]([CH3:22])([CH3:1])[C@H:6]([C:7]4[CH:8]=[CH:9][C:10]([CH3:13])=[CH:11][CH:12]=4)[C:5]=3[C:14]=2[CH3:21])=[O:33])=[CH:27][CH:26]=1. The catalyst class is: 175. Reactant: [CH3:1][C:2]1([CH3:22])[C@H:6]([C:7]2[CH:12]=[CH:11][C:10]([CH3:13])=[CH:9][CH:8]=2)[C:5]2[C:14]([CH3:21])=[C:15]([NH2:20])[C:16]([CH3:19])=[C:17]([CH3:18])[C:4]=2[O:3]1.[CH3:23][O:24][C:25]1[CH:30]=[CH:29][C:28]([CH2:31][C:32](O)=[O:33])=[CH:27][CH:26]=1. (6) Reactant: C(=O)(O)[O-].[Na+].Cl.[NH2:7][CH2:8][CH2:9][SH:10].[C:11]([O:15][C:16](=[O:26])[NH:17][C@H:18]([C:23](F)=[O:24])[C:19]([CH3:22])([CH3:21])[CH3:20])([CH3:14])([CH3:13])[CH3:12]. Product: [C:11]([O:15][C:16](=[O:26])[NH:17][C@H:18]([C:23](=[O:24])[NH:7][CH2:8][CH2:9][SH:10])[C:19]([CH3:22])([CH3:21])[CH3:20])([CH3:14])([CH3:12])[CH3:13]. The catalyst class is: 232.